This data is from Reaction yield outcomes from USPTO patents with 853,638 reactions. The task is: Predict the reaction yield, written as a fraction of the theoretical maximum amount of product (1.0 means a 100% yield; for example, 0.34 means a 34% yield). (1) The reactants are [CH3:1][O:2][C:3]1[CH:8]=[CH:7][C:6]([NH:9][CH:10]=[C:11]([C:17](OCC)=O)[C:12]([O:14][CH2:15][CH3:16])=[O:13])=[CH:5][CH:4]=1.O=P(Cl)(Cl)[Cl:24]. No catalyst specified. The product is [Cl:24][C:17]1[C:5]2[C:6](=[CH:7][CH:8]=[C:3]([O:2][CH3:1])[CH:4]=2)[N:9]=[CH:10][C:11]=1[C:12]([O:14][CH2:15][CH3:16])=[O:13]. The yield is 0.960. (2) The catalyst is CO.[Ni]. The product is [CH3:1][NH:2][C:3](=[O:14])[CH2:4][CH2:5][CH:6]([NH2:11])[CH:7]([OH:10])[CH2:8][F:9]. The reactants are [CH3:1][NH:2][C:3](=[O:14])[CH2:4][CH2:5][CH:6]([N+:11]([O-])=O)[CH:7]([OH:10])[CH2:8][F:9]. The yield is 0.900. (3) The reactants are [Cl:1][C:2]1[CH:7]=[CH:6][C:5]([S:8]([N:11]([CH2:25][C:26]2[CH:35]=[CH:34][C:29]([C:30]([O:32]C)=[O:31])=[CH:28][CH:27]=2)[C@H:12]([C:15]2[CH:20]=[CH:19][C:18]([C:21]([F:24])([F:23])[F:22])=[CH:17][CH:16]=2)[CH2:13][CH3:14])(=[O:10])=[O:9])=[CH:4][CH:3]=1.O.[OH-].[Li+]. No catalyst specified. The product is [Cl:1][C:2]1[CH:3]=[CH:4][C:5]([S:8]([N:11]([CH2:25][C:26]2[CH:27]=[CH:28][C:29]([C:30]([OH:32])=[O:31])=[CH:34][CH:35]=2)[C@H:12]([C:15]2[CH:20]=[CH:19][C:18]([C:21]([F:23])([F:24])[F:22])=[CH:17][CH:16]=2)[CH2:13][CH3:14])(=[O:10])=[O:9])=[CH:6][CH:7]=1. The yield is 0.930. (4) The reactants are [F:1][C:2]1[CH:7]=[CH:6][C:5]([C:8]2[C:17]3[C:12](=[CH:13][CH:14]=[CH:15][CH:16]=3)[C:11]([N:18]3[CH2:23][CH2:22][N:21](C(OC(C)(C)C)=O)[C@@H:20]([CH3:31])[CH2:19]3)=[N:10][N:9]=2)=[CH:4][CH:3]=1.Cl.CO. The catalyst is O1CCOCC1. The product is [F:1][C:2]1[CH:3]=[CH:4][C:5]([C:8]2[C:17]3[C:12](=[CH:13][CH:14]=[CH:15][CH:16]=3)[C:11]([N:18]3[CH2:23][CH2:22][NH:21][C@@H:20]([CH3:31])[CH2:19]3)=[N:10][N:9]=2)=[CH:6][CH:7]=1. The yield is 0.930. (5) The reactants are [F-].C([N+](CCCC)(CCCC)CCCC)CCC.[CH3:19][C:20]1[C:21]([C:25]2[CH:32]=[CH:31][CH:30]=[CH:29][C:26]=2[CH:27]=[O:28])=[CH:22][S:23][CH:24]=1.[F:33][C:34]([Si](C)(C)C)([F:36])[F:35].Cl. The catalyst is C1COCC1. The product is [F:33][C:34]([F:36])([F:35])[CH:27]([C:26]1[CH:29]=[CH:30][CH:31]=[CH:32][C:25]=1[C:21]1[C:20]([CH3:19])=[CH:24][S:23][CH:22]=1)[OH:28]. The yield is 0.970. (6) The reactants are [CH:1]1([CH2:4][O:5][NH:6][C:7]([C:9]2[C:17]([NH:18][C:19]3[CH:24]=[CH:23][C:22](I)=[CH:21][C:20]=3[CH3:26])=[C:16]([F:27])[C:12]3[N:13]=[CH:14][NH:15][C:11]=3[CH:10]=2)=[O:8])[CH2:3][CH2:2]1.[C:28]([Si](C)(C)C)#[CH:29]. The catalyst is C(#N)C.C(N(CC)CC)C.Cl[Pd](Cl)([P](C1C=CC=CC=1)(C1C=CC=CC=1)C1C=CC=CC=1)[P](C1C=CC=CC=1)(C1C=CC=CC=1)C1C=CC=CC=1.[Cu]I. The product is [CH:1]1([CH2:4][O:5][NH:6][C:7]([C:9]2[C:17]([NH:18][C:19]3[CH:24]=[CH:23][C:22]([C:28]#[CH:29])=[CH:21][C:20]=3[CH3:26])=[C:16]([F:27])[C:12]3[N:13]=[CH:14][NH:15][C:11]=3[CH:10]=2)=[O:8])[CH2:3][CH2:2]1. The yield is 0.870. (7) The product is [CH3:34][C:33]1[O:32][C:31]([C:35]2[CH:36]=[CH:37][CH:38]=[CH:39][CH:40]=2)=[N:30][C:29]=1[CH2:28][CH2:27][O:26][C:23]1[N:24]=[CH:25][C:20]([CH2:19][C:12]2([C:16]#[N:17])[CH2:13][CH2:14][CH2:15][O:11]2)=[CH:21][CH:22]=1. The yield is 0.460. The reactants are C[Si]([N-][Si](C)(C)C)(C)C.[Na+].[O:11]1[CH2:15][CH2:14][CH2:13][CH:12]1[C:16]#[N:17].I[CH2:19][C:20]1[CH:21]=[CH:22][C:23]([O:26][CH2:27][CH2:28][C:29]2[N:30]=[C:31]([C:35]3[CH:40]=[CH:39][CH:38]=[CH:37][CH:36]=3)[O:32][C:33]=2[CH3:34])=[N:24][CH:25]=1. The catalyst is O1CCCC1.